Dataset: Forward reaction prediction with 1.9M reactions from USPTO patents (1976-2016). Task: Predict the product of the given reaction. (1) Given the reactants [Cl:1][C:2]1[CH:12]=[C:11]([F:13])[C:10]([F:14])=[CH:9][C:3]=1[C:4]([N:6]=[C:7]=[O:8])=[O:5].[NH:15]1[C:19]2[CH:20]=[CH:21][CH:22]=[CH:23][C:18]=2[N:17]=[C:16]1[C:24]1[CH:29]=[CH:28][CH:27]=[CH:26][C:25]=1[NH2:30], predict the reaction product. The product is: [NH:15]1[C:19]2[CH:20]=[CH:21][CH:22]=[CH:23][C:18]=2[N:17]=[C:16]1[C:24]1[CH:29]=[CH:28][CH:27]=[CH:26][C:25]=1[NH:30][C:7]([NH:6][C:4](=[O:5])[C:3]1[CH:9]=[C:10]([F:14])[C:11]([F:13])=[CH:12][C:2]=1[Cl:1])=[O:8]. (2) Given the reactants [Cl:1][CH2:2][C@H:3]1[C:11]2[C:10]3[CH:12]=[CH:13][CH:14]=[CH:15][C:9]=3[C:8]([N+:16]([O-])=O)=[CH:7][C:6]=2[N:5]([C:19]([C:21]23[CH2:25][C:23]([C:26]([O:28][C:29]([CH3:32])([CH3:31])[CH3:30])=[O:27])([CH2:24]2)[CH2:22]3)=[O:20])[CH2:4]1.C([O-])=O.[NH4+], predict the reaction product. The product is: [NH2:16][C:8]1[C:9]2[CH:15]=[CH:14][CH:13]=[CH:12][C:10]=2[C:11]2[C@H:3]([CH2:2][Cl:1])[CH2:4][N:5]([C:19]([C:21]34[CH2:25][C:23]([C:26]([O:28][C:29]([CH3:32])([CH3:30])[CH3:31])=[O:27])([CH2:24]3)[CH2:22]4)=[O:20])[C:6]=2[CH:7]=1. (3) Given the reactants [CH2:1]([C:3]1[CH:4]=[CH:5][C:6]([CH2:9][CH2:10][OH:11])=[N:7][CH:8]=1)[CH3:2].C(N(CC)CC)C.CS(Cl)(=O)=[O:21].[C:24]1([CH3:30])[CH:29]=[CH:28][CH:27]=[CH:26][CH:25]=1, predict the reaction product. The product is: [CH2:1]([C:3]1[CH:4]=[CH:5][C:6]([CH2:9][CH2:10][O:11][C:27]2[CH:28]=[CH:29][C:24]([CH:30]=[O:21])=[CH:25][CH:26]=2)=[N:7][CH:8]=1)[CH3:2]. (4) Given the reactants [C:1]([O:4][C@H:5]1[CH2:22][CH2:21][C@@:20]2([CH3:23])[C@@H:7]([CH2:8][CH2:9][C@:10]3([CH3:34])[C@@H:19]2[CH2:18][CH2:17][C@H:16]2[C@@:11]3([CH3:33])[CH2:12][CH2:13][C@@:14]3([C:30](O)=[O:31])[CH2:26][CH2:25][C@@H:24]([C:27]([CH3:29])=[CH2:28])[C@@H:15]32)[C:6]1([CH3:36])[CH3:35])(=[O:3])[CH3:2].C(Cl)(=O)C([Cl:40])=O, predict the reaction product. The product is: [C:1]([O:4][C@H:5]1[CH2:22][CH2:21][C@@:20]2([CH3:23])[C@@H:7]([CH2:8][CH2:9][C@:10]3([CH3:34])[C@@H:19]2[CH2:18][CH2:17][C@H:16]2[C@@:11]3([CH3:33])[CH2:12][CH2:13][C@@:14]3([C:30]([Cl:40])=[O:31])[CH2:26][CH2:25][C@@H:24]([C:27]([CH3:29])=[CH2:28])[C@@H:15]32)[C:6]1([CH3:36])[CH3:35])(=[O:3])[CH3:2]. (5) Given the reactants Cl.Cl.[NH:3]1[C:11]2[C:6](=[CH:7][C:8]([C:12]3[C:20]4[C:19]([NH2:21])=[N:18][CH:17]=[N:16][C:15]=4[N:14]([CH3:22])[CH:13]=3)=[CH:9][CH:10]=2)[CH2:5][CH2:4]1.[CH3:23][C:24]1[CH:29]=[CH:28][CH:27]=[CH:26][C:25]=1[CH2:30][C:31](O)=[O:32].CN(C(ON1N=NC2C=CC=NC1=2)=[N+](C)C)C.F[P-](F)(F)(F)(F)F.CCN(C(C)C)C(C)C, predict the reaction product. The product is: [CH3:22][N:14]1[C:15]2[N:16]=[CH:17][N:18]=[C:19]([NH2:21])[C:20]=2[C:12]([C:8]2[CH:7]=[C:6]3[C:11](=[CH:10][CH:9]=2)[N:3]([C:31](=[O:32])[CH2:30][C:25]2[CH:26]=[CH:27][CH:28]=[CH:29][C:24]=2[CH3:23])[CH2:4][CH2:5]3)=[CH:13]1.